This data is from Reaction yield outcomes from USPTO patents with 853,638 reactions. The task is: Predict the reaction yield, written as a fraction of the theoretical maximum amount of product (1.0 means a 100% yield; for example, 0.34 means a 34% yield). (1) The reactants are [CH3:1][N:2]([CH:10]1[CH2:15][CH2:14][C:13]([C:16]2[C:24]3[C:19](=[CH:20][CH:21]=[C:22]([N+:25]([O-])=O)[CH:23]=3)[NH:18][CH:17]=2)=[CH:12][CH2:11]1)[C:3](=[O:9])[O:4][C:5]([CH3:8])([CH3:7])[CH3:6].O.NN. The catalyst is CO.[Ni]. The product is [NH2:25][C:22]1[CH:23]=[C:24]2[C:19](=[CH:20][CH:21]=1)[NH:18][CH:17]=[C:16]2[C:13]1[CH2:14][CH2:15][CH:10]([N:2]([CH3:1])[C:3](=[O:9])[O:4][C:5]([CH3:6])([CH3:7])[CH3:8])[CH2:11][CH:12]=1. The yield is 0.940. (2) The reactants are [Cl:1][C:2]1[CH:7]=[C:6]([Cl:8])[CH:5]=[CH:4][C:3]=1[N:9]1[C:13]([C:14]2[CH:19]=[CH:18][C:17]([O:20][S:21]([CH2:24][CH2:25][CH3:26])(=[O:23])=[O:22])=[CH:16][CH:15]=2)=[C:12]([CH2:27][N:28]2C(=O)C3C(=CC=CC=3)C2=O)[C:11]([C:39](=[O:47])[NH:40][N:41]2[CH2:46][CH2:45][CH2:44][CH2:43][CH2:42]2)=[N:10]1.O.NN. The catalyst is CO.CCOC(C)=O. The product is [NH2:28][CH2:27][C:12]1[C:11]([C:39](=[O:47])[NH:40][N:41]2[CH2:46][CH2:45][CH2:44][CH2:43][CH2:42]2)=[N:10][N:9]([C:3]2[CH:4]=[CH:5][C:6]([Cl:8])=[CH:7][C:2]=2[Cl:1])[C:13]=1[C:14]1[CH:15]=[CH:16][C:17]([O:20][S:21]([CH2:24][CH2:25][CH3:26])(=[O:23])=[O:22])=[CH:18][CH:19]=1. The yield is 0.550.